This data is from Full USPTO retrosynthesis dataset with 1.9M reactions from patents (1976-2016). The task is: Predict the reactants needed to synthesize the given product. (1) Given the product [Cl:13][C:14]1[C:15]2[CH2:21][N:22]([CH2:23][C:24]3[CH:29]=[CH:28][C:27]([O:30][CH3:31])=[CH:26][CH:25]=3)[C:6](=[O:7])[NH:20][C:16]=2[N:17]=[CH:18][CH:19]=1, predict the reactants needed to synthesize it. The reactants are: C1N=CN([C:6](N2C=NC=C2)=[O:7])C=1.[Cl:13][C:14]1[CH:19]=[CH:18][N:17]=[C:16]([NH2:20])[C:15]=1[CH2:21][NH:22][CH2:23][C:24]1[CH:29]=[CH:28][C:27]([O:30][CH3:31])=[CH:26][CH:25]=1. (2) Given the product [C:1]1([CH3:39])[CH:6]=[C:5]([CH3:7])[CH:4]=[C:3]([CH3:8])[C:2]=1[S:9]([NH:12][C@H:13]([C:35]([OH:37])=[O:36])[CH2:14][O:15][C:16]1[CH:17]=[CH:18][C:19]([C:22]2[CH:27]=[CH:26][CH:25]=[C:24]([NH:28][C:29]([NH:31][CH2:32][CH2:33][CH3:34])=[O:30])[CH:23]=2)=[CH:20][CH:21]=1)(=[O:11])=[O:10], predict the reactants needed to synthesize it. The reactants are: [C:1]1([CH3:39])[CH:6]=[C:5]([CH3:7])[CH:4]=[C:3]([CH3:8])[C:2]=1[S:9]([NH:12][C@H:13]([C:35]([O:37]C)=[O:36])[CH2:14][O:15][C:16]1[CH:21]=[CH:20][C:19]([C:22]2[CH:27]=[CH:26][CH:25]=[C:24]([NH:28][C:29]([NH:31][CH2:32][CH2:33][CH3:34])=[O:30])[CH:23]=2)=[CH:18][CH:17]=1)(=[O:11])=[O:10].[OH-].[Na+].Cl.